This data is from Reaction yield outcomes from USPTO patents with 853,638 reactions. The task is: Predict the reaction yield, written as a fraction of the theoretical maximum amount of product (1.0 means a 100% yield; for example, 0.34 means a 34% yield). (1) The reactants are [C:1]([C:3]1[C:12]([O:13][C@H:14]2[CH2:19][CH2:18][C@@H:17]([CH3:20])[CH2:16][CH2:15]2)=[CH:11][CH:10]=[C:9]2[C:4]=1[CH:5]=[CH:6][C:7]([CH2:21][N:22]1[CH:27]3[CH2:28][CH2:29][CH:23]1[CH2:24][CH:25]([C:30]([O:32]C)=[O:31])[CH2:26]3)=[CH:8]2)#[N:2].[OH-].[Na+].O.Cl. The catalyst is CO. The product is [C:1]([C:3]1[C:12]([O:13][C@H:14]2[CH2:15][CH2:16][C@@H:17]([CH3:20])[CH2:18][CH2:19]2)=[CH:11][CH:10]=[C:9]2[C:4]=1[CH:5]=[CH:6][C:7]([CH2:21][N:22]1[CH:27]3[CH2:28][CH2:29][CH:23]1[CH2:24][CH:25]([C:30]([OH:32])=[O:31])[CH2:26]3)=[CH:8]2)#[N:2]. The yield is 0.440. (2) The reactants are [C:1]1([CH:7]([O:18][C:19]2[CH:24]=[CH:23][C:22]([C:25]([OH:34])([C:30]([F:33])([F:32])[F:31])[C:26]([F:29])([F:28])[F:27])=[CH:21][CH:20]=2)[CH2:8][O:9][C:10]2[CH:17]=[CH:16][C:13]([CH:14]=[O:15])=[CH:12][CH:11]=2)[CH:6]=[CH:5][CH:4]=[CH:3][CH:2]=1.C1COCC1.CCO.[BH4-].[Na+].O. The catalyst is CCOC(C)=O. The product is [F:27][C:26]([F:28])([F:29])[C:25]([C:22]1[CH:21]=[CH:20][C:19]([O:18][CH:7]([C:1]2[CH:6]=[CH:5][CH:4]=[CH:3][CH:2]=2)[CH2:8][O:9][C:10]2[CH:17]=[CH:16][C:13]([CH2:14][OH:15])=[CH:12][CH:11]=2)=[CH:24][CH:23]=1)([OH:34])[C:30]([F:31])([F:33])[F:32]. The yield is 0.590. (3) The catalyst is C1COCC1. The product is [NH2:2][C@H:3]([C:16]([OH:17])=[O:20])[CH2:4][CH2:5][C:6](=[O:15])[O:7][CH2:8][C:9]1[CH:14]=[CH:13][CH:12]=[CH:11][CH:10]=1. The yield is 0.900. The reactants are O[NH:2][C@H:3]([C:16](N)=[O:17])[CH2:4][CH2:5][C:6](=[O:15])[O:7][CH2:8][C:9]1[CH:14]=[CH:13][CH:12]=[CH:11][CH:10]=1.C(Cl)(Cl)=[O:20]. (4) The yield is 0.900. The product is [NH2:5][CH2:9][C:10]1[O:14][N:13]=[C:12]([CH2:15][N:16]([CH2:17][C:18]([F:21])([F:20])[F:19])[C:22]2[CH:27]=[CH:26][C:25]([C:28]#[N:29])=[C:24]([C:30]([F:31])([F:32])[F:33])[CH:23]=2)[N:11]=1. The catalyst is C(Cl)Cl. The reactants are CC([N:5]([CH2:9][C:10]1[O:14][N:13]=[C:12]([CH2:15][N:16]([C:22]2[CH:27]=[CH:26][C:25]([C:28]#[N:29])=[C:24]([C:30]([F:33])([F:32])[F:31])[CH:23]=2)[CH2:17][C:18]([F:21])([F:20])[F:19])[N:11]=1)C(=O)[O-])(C)C.C(O)(C(F)(F)F)=O. (5) The reactants are FC(F)(F)S(O[C:7]1[C@@H:8]([C:31]([O:33][CH3:34])=[O:32])[N:9]([C:12]([C:25]2[CH:30]=[CH:29][CH:28]=[CH:27][CH:26]=2)([C:19]2[CH:24]=[CH:23][CH:22]=[CH:21][CH:20]=2)[C:13]2[CH:18]=[CH:17][CH:16]=[CH:15][CH:14]=2)[CH2:10][CH:11]=1)(=O)=O.[F:37][C:38]([F:49])([F:48])[C:39]1[CH:44]=[CH:43][C:42](B(O)O)=[CH:41][CH:40]=1.C([O-])([O-])=O.[K+].[K+].C1(C)C=CC=CC=1. The catalyst is CO. The product is [F:37][C:38]([F:49])([F:48])[C:39]1[CH:44]=[CH:43][C:42]([C:7]2[C@@H:8]([C:31]([O:33][CH3:34])=[O:32])[N:9]([C:12]([C:19]3[CH:20]=[CH:21][CH:22]=[CH:23][CH:24]=3)([C:25]3[CH:30]=[CH:29][CH:28]=[CH:27][CH:26]=3)[C:13]3[CH:14]=[CH:15][CH:16]=[CH:17][CH:18]=3)[CH2:10][CH:11]=2)=[CH:41][CH:40]=1. The yield is 0.620. (6) The reactants are [S-:1][C:2]#[N:3].[K+].[CH3:5][O:6][C:7]1[N:12]=[CH:11][C:10]([NH2:13])=[CH:9][CH:8]=1.BrBr.O. The catalyst is C(O)(=O)C. The product is [CH3:5][O:6][C:7]1[N:12]=[C:11]2[S:1][C:2]([NH2:3])=[N:13][C:10]2=[CH:9][CH:8]=1. The yield is 0.331.